Dataset: Full USPTO retrosynthesis dataset with 1.9M reactions from patents (1976-2016). Task: Predict the reactants needed to synthesize the given product. (1) The reactants are: [Cl:1][C:2]1[CH:8]=[C:7]([O:9][C:10]2[C:19]3[C:14](=[CH:15][C:16]([O:22][CH3:23])=[C:17]([O:20][CH3:21])[CH:18]=3)[N:13]=[CH:12][N:11]=2)[CH:6]=[CH:5][C:3]=1[NH2:4].Cl[C:25](Cl)([O:27][C:28](=[O:34])OC(Cl)(Cl)Cl)Cl.[CH:36]1(CO)[CH2:41][CH2:40][CH2:39][CH2:38][CH2:37]1.C(=O)(O)[O-].[Na+]. Given the product [Cl:1][C:2]1[CH:8]=[C:7]([O:9][C:10]2[C:19]3[C:14](=[CH:15][C:16]([O:22][CH3:23])=[C:17]([O:20][CH3:21])[CH:18]=3)[N:13]=[CH:12][N:11]=2)[CH:6]=[CH:5][C:3]=1[NH:4][C:28](=[O:34])[O:27][CH2:25][CH:36]1[CH2:41][CH2:40][CH2:39][CH2:38][CH2:37]1, predict the reactants needed to synthesize it. (2) Given the product [CH3:3][N:2]([CH2:4][C:5]1[CH:10]=[CH:9][C:8]([NH:11][C:17]2[CH:18]=[C:19]([NH2:23])[N:20]=[CH:21][N:22]=2)=[CH:7][C:6]=1[C:12]([F:14])([F:13])[F:15])[CH3:1], predict the reactants needed to synthesize it. The reactants are: [CH3:1][N:2]([CH2:4][C:5]1[CH:10]=[CH:9][C:8]([NH2:11])=[CH:7][C:6]=1[C:12]([F:15])([F:14])[F:13])[CH3:3].Cl[C:17]1[N:22]=[CH:21][N:20]=[C:19]([NH2:23])[CH:18]=1. (3) Given the product [C:1]([C:5]1[O:9][N:8]=[C:7]([NH:10][C:11]([NH:13][C:14]2[CH:19]=[CH:18][CH:17]=[C:16]([O:20][C:22]3[C:31]4[C:26](=[CH:27][C:28]([O:35][CH2:36][CH3:37])=[C:29]([O:32][CH2:33][CH3:34])[CH:30]=4)[N:25]=[CH:24][N:23]=3)[CH:15]=2)=[O:12])[CH:6]=1)([CH3:4])([CH3:2])[CH3:3], predict the reactants needed to synthesize it. The reactants are: [C:1]([C:5]1[O:9][N:8]=[C:7]([NH:10][C:11]([NH:13][C:14]2[CH:19]=[CH:18][CH:17]=[C:16]([OH:20])[CH:15]=2)=[O:12])[CH:6]=1)([CH3:4])([CH3:3])[CH3:2].Cl[C:22]1[C:31]2[C:26](=[CH:27][C:28]([O:35][CH2:36][CH3:37])=[C:29]([O:32][CH2:33][CH3:34])[CH:30]=2)[N:25]=[CH:24][N:23]=1.C([O-])([O-])=O.[Cs+].[Cs+]. (4) Given the product [ClH:1].[ClH:1].[NH2:29][C@H:30]1[CH2:35][CH2:34][C@H:33]([NH:36][C:2]2[N:10]=[C:9]3[C:5]([N:6]=[CH:7][N:8]3[CH:11]3[CH2:15][CH2:14][CH2:13][CH2:12]3)=[C:4]([NH:16][CH2:17][CH2:18][NH:19][C:20](=[O:28])[C:21]3[CH:26]=[CH:25][C:24]([F:27])=[CH:23][CH:22]=3)[N:3]=2)[CH2:32][CH2:31]1, predict the reactants needed to synthesize it. The reactants are: [Cl:1][C:2]1[N:10]=[C:9]2[C:5]([N:6]=[CH:7][N:8]2[CH:11]2[CH2:15][CH2:14][CH2:13][CH2:12]2)=[C:4]([NH:16][CH2:17][CH2:18][NH:19][C:20](=[O:28])[C:21]2[CH:26]=[CH:25][C:24]([F:27])=[CH:23][CH:22]=2)[N:3]=1.[NH2:29][C@H:30]1[CH2:35][CH2:34][C@H:33]([NH2:36])[CH2:32][CH2:31]1. (5) Given the product [CH3:22][C:15]([CH2:14][CH2:13][CH:12]=[C:11]([CH3:23])[CH2:10][CH2:9][CH:8]=[C:7]([CH3:24])[CH2:6][CH2:5][CH:4]=[C:3]([CH3:2])[CH3:25])=[CH:16][CH2:17][CH2:18][C:19]([O:21][CH2:55][CH:53]([CH2:52][OH:51])[OH:54])=[O:20], predict the reactants needed to synthesize it. The reactants are: C[CH2:2]/[C:3](/[CH3:25])=[CH:4]/[CH2:5][CH2:6]/[C:7](/[CH3:24])=[CH:8]/[CH2:9][CH2:10]/[C:11](/[CH3:23])=[CH:12]/[CH2:13][CH2:14]/[C:15](/[CH3:22])=[CH:16]/[CH2:17][CH2:18][C:19]([OH:21])=[O:20].[CH3:22][C:15]([CH2:14][CH2:13][CH:12]=[C:11]([CH3:23])[CH2:10][CH2:9][CH:8]=[C:7]([CH3:24])[CH2:6][CH2:5][CH:4]=[C:3]([CH3:25])[CH3:2])=[CH:16][CH2:17][CH2:18][C:19]([O:21]C)=[O:20].[OH:51][CH2:52][CH:53]([CH2:55]O)[OH:54].C(=O)([O-])[O-].[K+].[K+].CO. (6) Given the product [NH2:13][C:4]1[CH:3]=[C:2]([F:1])[C:11]([F:12])=[CH:10][C:5]=1[C:6]([NH:8][CH3:9])=[O:7], predict the reactants needed to synthesize it. The reactants are: [F:1][C:2]1[C:11]([F:12])=[CH:10][C:5]([C:6]([NH:8][CH3:9])=[O:7])=[C:4]([N+:13]([O-])=O)[CH:3]=1.[H][H]. (7) The reactants are: [CH3:1][O:2][C:3]1[CH:12]=[CH:11][C:6]2[C:7](=[O:10])[CH2:8][O:9][C:5]=2[C:4]=1/[CH:13]=[CH:14]\[CH2:15][CH2:16][N:17]1[CH2:22][CH2:21][N:20]([C:23]([O:25][C:26]([CH3:29])([CH3:28])[CH3:27])=[O:24])[CH2:19][CH2:18]1.[NH:30]1[C:38]2[C:33](=[CH:34][CH:35]=[CH:36][CH:37]=2)[C:32]([CH:39]=O)=[N:31]1. Given the product [NH:30]1[C:38]2[C:33](=[CH:34][CH:35]=[CH:36][CH:37]=2)[C:32](/[CH:39]=[C:8]2\[O:9][C:5]3[C:4](/[CH:13]=[CH:14]\[CH2:15][CH2:16][N:17]4[CH2:22][CH2:21][N:20]([C:23]([O:25][C:26]([CH3:29])([CH3:28])[CH3:27])=[O:24])[CH2:19][CH2:18]4)=[C:3]([O:2][CH3:1])[CH:12]=[CH:11][C:6]=3[C:7]\2=[O:10])=[N:31]1, predict the reactants needed to synthesize it. (8) Given the product [Cl:22][C:23]1[CH:24]=[C:25]([C:2]2[CH:3]=[C:4]([C:14]([N:16]3[CH2:20][C:19](=[O:21])[NH:18][CH2:17]3)=[O:15])[S:5][C:6]=2[C:7]2[CH:12]=[CH:11][CH:10]=[C:9]([Cl:13])[CH:8]=2)[CH:26]=[CH:27][C:28]=1[F:29], predict the reactants needed to synthesize it. The reactants are: Br[C:2]1[CH:3]=[C:4]([C:14]([N:16]2[CH2:20][C:19](=[O:21])[NH:18][CH2:17]2)=[O:15])[S:5][C:6]=1[C:7]1[CH:12]=[CH:11][CH:10]=[C:9]([Cl:13])[CH:8]=1.[Cl:22][C:23]1[CH:24]=[C:25](B(O)O)[CH:26]=[CH:27][C:28]=1[F:29].C(=O)(O)[O-].[Na+]. (9) Given the product [Br:14][C:15]1[CH:20]=[CH:19][CH:18]=[C:17]([CH2:21][O:4][CH2:3][C:2]([F:11])([F:1])[C:5]2[CH:6]=[CH:7][CH:8]=[CH:9][CH:10]=2)[CH:16]=1, predict the reactants needed to synthesize it. The reactants are: [F:1][C:2]([F:11])([C:5]1[CH:10]=[CH:9][CH:8]=[CH:7][CH:6]=1)[CH2:3][OH:4].[H-].[Na+].[Br:14][C:15]1[CH:20]=[CH:19][CH:18]=[C:17]([CH2:21]Br)[CH:16]=1.